From a dataset of Forward reaction prediction with 1.9M reactions from USPTO patents (1976-2016). Predict the product of the given reaction. (1) Given the reactants C[O:2][C:3](=[O:37])[C@@H:4]([O:35][CH3:36])[CH2:5][C:6]1[CH:11]=[CH:10][C:9]([O:12][CH2:13][CH2:14][CH2:15][O:16][C:17]2[CH:22]=[CH:21][C:20]([C:23]3[CH:28]=[CH:27][C:26]([C:29]([CH3:32])([CH3:31])[CH3:30])=[CH:25][CH:24]=3)=[CH:19][CH:18]=2)=[CH:8][C:7]=1[O:33][CH3:34].[OH-].[Na+], predict the reaction product. The product is: [C:29]([C:26]1[CH:25]=[CH:24][C:23]([C:20]2[CH:19]=[CH:18][C:17]([O:16][CH2:15][CH2:14][CH2:13][O:12][C:9]3[CH:10]=[CH:11][C:6]([CH2:5][C@H:4]([O:35][CH3:36])[C:3]([OH:37])=[O:2])=[C:7]([O:33][CH3:34])[CH:8]=3)=[CH:22][CH:21]=2)=[CH:28][CH:27]=1)([CH3:32])([CH3:30])[CH3:31]. (2) Given the reactants Cl[C:2]1[CH:3]=[CH:4][C:5]2[N:6]([C:8]([C:11]([F:14])([F:13])[F:12])=[N:9][N:10]=2)[N:7]=1.[F:15][C:16]1[CH:21]=[CH:20][C:19]([C:22]2([OH:28])[CH2:27][CH2:26][NH:25][CH2:24][CH2:23]2)=[CH:18][CH:17]=1.CCN(C(C)C)C(C)C, predict the reaction product. The product is: [F:15][C:16]1[CH:21]=[CH:20][C:19]([C:22]2([OH:28])[CH2:23][CH2:24][N:25]([C:2]3[CH:3]=[CH:4][C:5]4[N:6]([C:8]([C:11]([F:14])([F:13])[F:12])=[N:9][N:10]=4)[N:7]=3)[CH2:26][CH2:27]2)=[CH:18][CH:17]=1. (3) Given the reactants Cl.[CH3:2][O:3][C:4](=[O:18])[C@@H:5]1[CH2:9][C@H:8]([NH2:10])[CH2:7][N:6]1[C:11]([O:13][C:14]([CH3:17])([CH3:16])[CH3:15])=[O:12].CN1CCOCC1.[Cl:26][C:27]1[S:31][C:30]([C:32](O)=[O:33])=[CH:29][CH:28]=1, predict the reaction product. The product is: [CH3:2][O:3][C:4]([C@@H:5]1[CH2:9][C@H:8]([NH:10][C:32]([C:30]2[S:31][C:27]([Cl:26])=[CH:28][CH:29]=2)=[O:33])[CH2:7][N:6]1[C:11]([O:13][C:14]([CH3:15])([CH3:17])[CH3:16])=[O:12])=[O:18]. (4) Given the reactants [Cl:1][C:2]1[C:7]([Cl:8])=[CH:6][CH:5]=[CH:4][C:3]=1/[CH:9]=[N:10]/[CH3:11].[Cl:12][C:13]1[CH:18]=[CH:17][C:16](/[C:19](=[CH:22]/[CH2:23][C:24]([CH3:27])([CH3:26])[CH3:25])/[C:20]#[N:21])=[C:15]([F:28])[CH:14]=1.[OH-].[K+], predict the reaction product. The product is: [Cl:12][C:13]1[CH:18]=[CH:17][C:16]([C:19]2([C:20]#[N:21])[CH:22]([CH2:23][C:24]([CH3:25])([CH3:26])[CH3:27])[CH2:11][NH:10][CH:9]2[C:3]2[CH:4]=[CH:5][CH:6]=[C:7]([Cl:8])[C:2]=2[Cl:1])=[C:15]([F:28])[CH:14]=1.